Task: Predict the reactants needed to synthesize the given product.. Dataset: Retrosynthesis with 50K atom-mapped reactions and 10 reaction types from USPTO The reactants are: Nc1ccccc1.O=Cc1cccc(-c2ccncc2)c1. Given the product c1ccc(NCc2cccc(-c3ccncc3)c2)cc1, predict the reactants needed to synthesize it.